Dataset: Reaction yield outcomes from USPTO patents with 853,638 reactions. Task: Predict the reaction yield, written as a fraction of the theoretical maximum amount of product (1.0 means a 100% yield; for example, 0.34 means a 34% yield). (1) The reactants are [CH3:1][O:2][C:3]1[CH:8]=[C:7]([CH2:9][C:10]2[C:15](=[O:16])[NH:14][C:13]([CH3:17])=[N:12][C:11]=2[CH2:18][CH2:19][CH3:20])[CH:6]=[CH:5][C:4]=1[C:21]1[C:22]([C:27]#[N:28])=[CH:23][CH:24]=[CH:25][CH:26]=1.[CH:29]([O:32][C:33]1[CH:38]=[CH:37][C:36](B(O)O)=[CH:35][CH:34]=1)([CH3:31])[CH3:30].C([N:44](CC)CC)C.N1C=CC=CC=1.[C:55]([O:58]CC)(=[O:57])C. The catalyst is ClCCl.C([O-])(=O)C.[Cu+2].C([O-])(=O)C. The product is [CH:29]([O:32][C:33]1[CH:38]=[CH:37][C:36]([N:14]2[C:15](=[O:16])[C:10]([CH2:9][C:7]3[CH:6]=[CH:5][C:4]([C:21]4[CH:26]=[CH:25][CH:24]=[CH:23][C:22]=4[C:27]4[NH:44][C:55](=[O:57])[O:58][N:28]=4)=[C:3]([O:2][CH3:1])[CH:8]=3)=[C:11]([CH2:18][CH2:19][CH3:20])[N:12]=[C:13]2[CH3:17])=[CH:35][CH:34]=1)([CH3:31])[CH3:30]. The yield is 0.580. (2) The reactants are [OH-].[Na+].C[O:4][C:5](=[O:43])[CH:6]([O:14][C:15]1[CH:24]=[CH:23][C:22]2[C:17](=[CH:18][CH:19]=[C:20]([CH2:25][NH:26][C:27]([C:29]3[C:33]4[CH:34]=[CH:35][CH:36]=[CH:37][C:32]=4[O:31][C:30]=3[CH2:38][CH2:39][CH2:40][CH3:41])=[O:28])[CH:21]=2)[C:16]=1[Br:42])[CH2:7][C:8]1[CH:13]=[CH:12][CH:11]=[CH:10][CH:9]=1.O.Cl. The catalyst is CO. The product is [Br:42][C:16]1[C:17]2[C:22](=[CH:21][C:20]([CH2:25][NH:26][C:27]([C:29]3[C:33]4[CH:34]=[CH:35][CH:36]=[CH:37][C:32]=4[O:31][C:30]=3[CH2:38][CH2:39][CH2:40][CH3:41])=[O:28])=[CH:19][CH:18]=2)[CH:23]=[CH:24][C:15]=1[O:14][CH:6]([CH2:7][C:8]1[CH:9]=[CH:10][CH:11]=[CH:12][CH:13]=1)[C:5]([OH:43])=[O:4]. The yield is 0.580. (3) The reactants are Cl[C:2]1[C:7]([C:8]([F:11])([F:10])[F:9])=[CH:6][N:5]=[C:4]([N:12]2[CH2:17][CH2:16][N:15]3[C:18]4[CH:24]=[C:23]([S:25]([CH3:28])(=[O:27])=[O:26])[C:22]([C:29]([O:31][CH3:32])=[O:30])=[CH:21][C:19]=4[N:20]=[C:14]3[C@H:13]2[CH:33]([CH3:35])[CH3:34])[N:3]=1.[C:36]([O-])(O)=[O:37].[Na+]. The catalyst is CO. The product is [CH:33]([C@H:13]1[N:12]([C:4]2[N:3]=[C:2]([O:37][CH3:36])[C:7]([C:8]([F:11])([F:10])[F:9])=[CH:6][N:5]=2)[CH2:17][CH2:16][N:15]2[C:18]3[CH:24]=[C:23]([S:25]([CH3:28])(=[O:27])=[O:26])[C:22]([C:29]([O:31][CH3:32])=[O:30])=[CH:21][C:19]=3[N:20]=[C:14]12)([CH3:35])[CH3:34]. The yield is 0.872. (4) The reactants are Cl.[NH2:2][C@@H:3]([CH2:33][CH3:34])[C:4]([NH:6][C@@H:7]1[C:13](=[O:14])[N:12]([CH2:15][C:16]2[C:25]3[C:20](=[CH:21][C:22]([Br:26])=[CH:23][CH:24]=3)[CH:19]=[CH:18][C:17]=2[O:27][CH3:28])[C:11]2[CH:29]=[CH:30][CH:31]=[CH:32][C:10]=2[CH2:9][CH2:8]1)=[O:5].[CH:35](=O)[C:36]1[CH:41]=[CH:40][CH:39]=[CH:38][CH:37]=1. The yield is 0.800. No catalyst specified. The product is [CH2:35]([NH:2][C@@H:3]([CH2:33][CH3:34])[C:4]([NH:6][C@@H:7]1[C:13](=[O:14])[N:12]([CH2:15][C:16]2[C:25]3[C:20](=[CH:21][C:22]([Br:26])=[CH:23][CH:24]=3)[CH:19]=[CH:18][C:17]=2[O:27][CH3:28])[C:11]2[CH:29]=[CH:30][CH:31]=[CH:32][C:10]=2[CH2:9][CH2:8]1)=[O:5])[C:36]1[CH:41]=[CH:40][CH:39]=[CH:38][CH:37]=1. (5) The reactants are [F:1][C:2]([F:23])([F:22])[C:3]1[C:4]2[N:5]([CH:19]=[CH:20][N:21]=2)[N:6]=[C:7]([C:9]2[CH:14]=[CH:13][C:12]([C:15]([F:18])([F:17])[F:16])=[CH:11][CH:10]=2)[CH:8]=1.[I:24]Cl. No catalyst specified. The product is [I:24][C:19]1[N:5]2[N:6]=[C:7]([C:9]3[CH:14]=[CH:13][C:12]([C:15]([F:16])([F:17])[F:18])=[CH:11][CH:10]=3)[CH:8]=[C:3]([C:2]([F:1])([F:22])[F:23])[C:4]2=[N:21][CH:20]=1. The yield is 0.980. (6) The reactants are Cl.Cl.Cl.[CH3:4][N:5]1[CH2:10][CH2:9][N:8]([C:11]2[CH:16]=[CH:15][C:14]([CH:17]3[CH2:22][CH2:21][CH2:20][NH:19][CH2:18]3)=[CH:13][CH:12]=2)[CH2:7][CH2:6]1.C(N(CC)CC)C.Cl[C:31]1[N:36]([CH3:37])[C:35](=[O:38])[CH:34]=[C:33]([C:39]2[CH:44]=[CH:43][N:42]=[CH:41][CH:40]=2)[N:32]=1. The catalyst is O1CCCC1. The product is [CH3:37][N:36]1[C:35](=[O:38])[CH:34]=[C:33]([C:39]2[CH:44]=[CH:43][N:42]=[CH:41][CH:40]=2)[N:32]=[C:31]1[N:19]1[CH2:20][CH2:21][CH2:22][CH:17]([C:14]2[CH:13]=[CH:12][C:11]([N:8]3[CH2:9][CH2:10][N:5]([CH3:4])[CH2:6][CH2:7]3)=[CH:16][CH:15]=2)[CH2:18]1. The yield is 0.710. (7) The reactants are [CH3:1][O:2][C:3]1[CH:4]=[C:5]([CH:21]=[CH:22][C:23]=1[O:24][CH2:25][C:26]1[N:27]=[C:28]([C:32]2[CH:37]=[CH:36][CH:35]=[CH:34][CH:33]=2)[S:29][C:30]=1[CH3:31])[CH2:6][O:7][C:8]1[C:12]([CH:13]=O)=[CH:11][N:10]([C:15]2[CH:20]=[CH:19][CH:18]=[CH:17][CH:16]=2)[N:9]=1.[CH2:38]([P:47](=[O:54])([O:51][CH2:52][CH3:53])[O:48][CH2:49][CH3:50])P(=O)(OCC)OCC.CN(C)C=O.[H-].[Na+]. The catalyst is O. The product is [CH3:1][O:2][C:3]1[CH:4]=[C:5]([CH:21]=[CH:22][C:23]=1[O:24][CH2:25][C:26]1[N:27]=[C:28]([C:32]2[CH:37]=[CH:36][CH:35]=[CH:34][CH:33]=2)[S:29][C:30]=1[CH3:31])[CH2:6][O:7][C:8]1[C:12](/[CH:13]=[CH:38]/[P:47](=[O:54])([O:48][CH2:49][CH3:50])[O:51][CH2:52][CH3:53])=[CH:11][N:10]([C:15]2[CH:16]=[CH:17][CH:18]=[CH:19][CH:20]=2)[N:9]=1. The yield is 0.550.